This data is from Reaction yield outcomes from USPTO patents with 853,638 reactions. The task is: Predict the reaction yield, written as a fraction of the theoretical maximum amount of product (1.0 means a 100% yield; for example, 0.34 means a 34% yield). (1) The yield is 0.919. The product is [CH2:1]([C:3]1[C:8]([O:9][C:10]2[C:11]([NH:23][C:24]3[S:28][N:27]=[C:26]([CH:29]4[CH2:30][CH:31]5[N:36]([C:37]([O:39][C:40]([CH3:43])([CH3:42])[CH3:41])=[O:38])[CH:34]([CH2:33][CH2:32]5)[CH2:35]4)[N:25]=3)=[N:12][CH:13]=[C:14]([S:16][CH2:51][CH2:52][O:53][CH3:54])[CH:15]=2)=[CH:7][CH:6]=[CH:5][N:4]=1)[CH3:2]. The reactants are [CH2:1]([C:3]1[C:8]([O:9][C:10]2[C:11]([NH:23][C:24]3[S:28][N:27]=[C:26]([CH:29]4[CH2:35][CH:34]5[N:36]([C:37]([O:39][C:40]([CH3:43])([CH3:42])[CH3:41])=[O:38])[CH:31]([CH2:32][CH2:33]5)[CH2:30]4)[N:25]=3)=[N:12][CH:13]=[C:14]([S:16]CCC(OC)=O)[CH:15]=2)=[CH:7][CH:6]=[CH:5][N:4]=1)[CH3:2].CC([O-])(C)C.[K+].Br[CH2:51][CH2:52][O:53][CH3:54]. The catalyst is C1COCC1. (2) The reactants are [CH2:1]([O:3][C:4](=[O:8])[CH2:5][C:6]#[N:7])[CH3:2].[H-].[Na+].[O:11]=[C:12]1[C:24]2[C:19](=[N:20][C:21](C#N)=[C:22]([C:25]#[N:26])[N:23]=2)[C:18]2[CH:17]=[CH:16][CH:15]=[CH:14][C:13]1=2.CO. The catalyst is CN(C=O)C. The product is [C:6]([C:5]([C:21]1[N:20]=[C:19]2[C:18]3[CH:17]=[CH:16][CH:15]=[CH:14][C:13]=3[C:12](=[O:11])[C:24]2=[N:23][C:22]=1[C:25]#[N:26])=[C:4]([O:3][CH2:1][CH3:2])[OH:8])#[N:7]. The yield is 0.970. (3) The reactants are Cl[C:2]1[N:7]=[CH:6][N:5]=[C:4]([NH2:8])[C:3]=1[C:9]1[N:13]=[CH:12][N:11]([CH3:14])[N:10]=1.[NH2:15][C@H:16]([C:19]1[N:28]([CH:29]2[CH2:31][CH2:30]2)[C:27](=[O:32])[C:26]2[C:21](=[CH:22][CH:23]=[CH:24][C:25]=2[Cl:33])[N:20]=1)[CH2:17][CH3:18].CCN(C(C)C)C(C)C.C(Cl)Cl.CO. The catalyst is CCCCO. The product is [NH2:8][C:4]1[N:5]=[CH:6][N:7]=[C:2]([NH:15][C@H:16]([C:19]2[N:28]([CH:29]3[CH2:30][CH2:31]3)[C:27](=[O:32])[C:26]3[C:21](=[CH:22][CH:23]=[CH:24][C:25]=3[Cl:33])[N:20]=2)[CH2:17][CH3:18])[C:3]=1[C:9]1[N:13]=[CH:12][N:11]([CH3:14])[N:10]=1. The yield is 0.544. (4) The reactants are [NH2:1][CH2:2][C@H:3]1[CH2:7][N:6]([CH2:8][CH2:9][C:10]2[C:19]3[C:14](=[CH:15][CH:16]=[C:17]([O:20][CH3:21])[N:18]=3)[N:13]=[CH:12][C:11]=2[F:22])[CH2:5][C@H:4]1[OH:23].[O:24]=[C:25]1[CH2:30][O:29][C:28]2[CH:31]=[CH:32][C:33]([C:35](O)=[O:36])=[N:34][C:27]=2[NH:26]1.C(Cl)CCl.C1C=CC2N(O)N=NC=2C=1. The catalyst is C(Cl)Cl.CN(C=O)C. The product is [F:22][C:11]1[CH:12]=[N:13][C:14]2[C:19]([C:10]=1[CH2:9][CH2:8][N:6]1[CH2:5][C@@H:4]([OH:23])[C@@H:3]([CH2:2][NH:1][C:35]([C:33]3[CH:32]=[CH:31][C:28]4[O:29][CH2:30][C:25](=[O:24])[NH:26][C:27]=4[N:34]=3)=[O:36])[CH2:7]1)=[N:18][C:17]([O:20][CH3:21])=[CH:16][CH:15]=2. The yield is 0.360. (5) The yield is 0.540. The product is [CH3:15][O:14][C:11]1[CH:10]=[CH:9][C:8]([C:7]([O:22][CH2:23][C:24]2[CH:25]=[C:26]([CH:48]=[CH:49][CH:50]=2)[CH2:27][NH:28][C:29]([NH:31][CH2:32][C:33]2[CH:38]=[CH:37][CH:36]=[C:35]([CH2:39][OH:40])[N:34]=2)=[S:30])([C:16]2[CH:17]=[CH:18][CH:19]=[CH:20][CH:21]=2)[C:6]2[CH:5]=[CH:4][C:3]([O:2][CH3:1])=[CH:52][CH:51]=2)=[CH:13][CH:12]=1. The reactants are [CH3:1][O:2][C:3]1[CH:52]=[CH:51][C:6]([C:7]([O:22][CH2:23][C:24]2[CH:25]=[C:26]([CH:48]=[CH:49][CH:50]=2)[CH2:27][NH:28][C:29]([NH:31][CH2:32][C:33]2[CH:38]=[CH:37][CH:36]=[C:35]([CH2:39][O:40][Si](C(C)(C)C)(C)C)[N:34]=2)=[S:30])([C:16]2[CH:21]=[CH:20][CH:19]=[CH:18][CH:17]=2)[C:8]2[CH:13]=[CH:12][C:11]([O:14][CH3:15])=[CH:10][CH:9]=2)=[CH:5][CH:4]=1. The catalyst is C1COCC1. (6) The reactants are [N:1]1[CH:6]=[CH:5][CH:4]=[C:3]([C:7]2[N:8]=[C:9]3[C:14]4[CH:15]=[CH:16][N:17](COCC[Si](C)(C)C)[C:13]=4[N:12]=[CH:11][N:10]3[CH:26]=2)[CH:2]=1.C(O)(C(F)(F)F)=O.[NH4+].[OH-]. The catalyst is C(Cl)Cl. The product is [N:1]1[CH:6]=[CH:5][CH:4]=[C:3]([C:7]2[N:8]=[C:9]3[C:14]4[CH:15]=[CH:16][NH:17][C:13]=4[N:12]=[CH:11][N:10]3[CH:26]=2)[CH:2]=1. The yield is 0.450. (7) The reactants are [C:1]1([C@H:7]([CH3:10])[CH2:8][NH2:9])[CH:6]=[CH:5][CH:4]=[CH:3][CH:2]=1.[Cl:11][C:12]1[C:19]([C:20]([F:23])([F:22])[F:21])=[CH:18][CH:17]=[CH:16][C:13]=1[CH:14]=O.C(O[BH-](OC(=O)C)OC(=O)C)(=O)C.[Na+].O. The catalyst is ClCCl.C(O)(=O)C.CCCCCC. The product is [Cl:11][C:12]1[C:19]([C:20]([F:21])([F:22])[F:23])=[CH:18][CH:17]=[CH:16][C:13]=1[CH2:14][NH:9][CH2:8][C@H:7]([C:1]1[CH:6]=[CH:5][CH:4]=[CH:3][CH:2]=1)[CH3:10]. The yield is 0.450. (8) The reactants are Br.[N+:2]([C:5]1[CH:10]=[CH:9][C:8]([CH2:11][C@@H:12]([C:14]2[N:15]=[C:16]([C:19]3[CH:24]=[CH:23][CH:22]=[CH:21][CH:20]=3)[S:17][CH:18]=2)[NH2:13])=[CH:7][CH:6]=1)([O-:4])=[O:3].C([O-])([O-])=O.[Ca+2].[C:30](Cl)(Cl)=[S:31]. The catalyst is C(Cl)(Cl)(Cl)Cl.O.C(Cl)Cl.O. The product is [N:13]([C@H:12]([C:14]1[N:15]=[C:16]([C:19]2[CH:20]=[CH:21][CH:22]=[CH:23][CH:24]=2)[S:17][CH:18]=1)[CH2:11][C:8]1[CH:7]=[CH:6][C:5]([N+:2]([O-:4])=[O:3])=[CH:10][CH:9]=1)=[C:30]=[S:31]. The yield is 0.930. (9) The reactants are [F:1][C:2]1[CH:24]=[CH:23][C:5]([O:6][C:7]2[CH:8]=[C:9]3[C:13](=[CH:14][C:15]=2[C:16]([NH2:18])=[O:17])[N:12]([CH2:19][CH:20]([CH3:22])[CH3:21])[N:11]=[CH:10]3)=[CH:4][CH:3]=1.C(N1C=CN=C1)(N1C=CN=C1)=O.N1[CH2:42][CH2:41][O:40][CH2:39][CH2:38]1. The catalyst is C1COCC1. The product is [F:1][C:2]1[CH:24]=[CH:23][C:5]([O:6][C:7]2[CH:8]=[C:9]3[C:13](=[CH:14][C:15]=2[C:16]([N:18]2[CH2:42][CH2:41][O:40][CH2:39][CH2:38]2)=[O:17])[N:12]([CH2:19][CH:20]([CH3:22])[CH3:21])[N:11]=[CH:10]3)=[CH:4][CH:3]=1. The yield is 0.930.